From a dataset of TCR-epitope binding with 47,182 pairs between 192 epitopes and 23,139 TCRs. Binary Classification. Given a T-cell receptor sequence (or CDR3 region) and an epitope sequence, predict whether binding occurs between them. (1) The epitope is IPIQASLPF. The TCR CDR3 sequence is CASSQKESYTEAFF. Result: 1 (the TCR binds to the epitope). (2) The epitope is YIFFASFYY. The TCR CDR3 sequence is CASSSLTSGRGTGELFF. Result: 1 (the TCR binds to the epitope). (3) The epitope is SFHSLHLLF. The TCR CDR3 sequence is CASGEGGTTYEQYF. Result: 0 (the TCR does not bind to the epitope). (4) The epitope is YIFFASFYY. The TCR CDR3 sequence is CASSTGLVGLEYF. Result: 1 (the TCR binds to the epitope).